This data is from Forward reaction prediction with 1.9M reactions from USPTO patents (1976-2016). The task is: Predict the product of the given reaction. (1) Given the reactants [C:1]([CH:5]1[N:14]2[C:9](=[CH:10][C:11](=[O:20])[C:12]([C:15]([O:17]CC)=[O:16])=[CH:13]2)[C:8]2[CH:21]=[C:22]([O:32][CH3:33])[C:23]([O:25][CH2:26][CH2:27][CH2:28][CH2:29][CH2:30][OH:31])=[CH:24][C:7]=2[CH2:6]1)([CH3:4])([CH3:3])[CH3:2].CO.O[Li].O, predict the reaction product. The product is: [C:1]([CH:5]1[N:14]2[C:9](=[CH:10][C:11](=[O:20])[C:12]([C:15]([OH:17])=[O:16])=[CH:13]2)[C:8]2[CH:21]=[C:22]([O:32][CH3:33])[C:23]([O:25][CH2:26][CH2:27][CH2:28][CH2:29][CH2:30][OH:31])=[CH:24][C:7]=2[CH2:6]1)([CH3:4])([CH3:2])[CH3:3]. (2) Given the reactants [CH2:1]([O:5][C:6](=[O:10])[C:7]([CH3:9])=[CH2:8])[CH2:2][CH2:3][CH3:4].[Na].C(OO)(C)(C)C.[CH2:18]=[CH:19][C:20]1[CH:25]=[CH:24][CH:23]=[CH:22][CH:21]=1, predict the reaction product. The product is: [CH2:1]([O:5][C:6](=[O:10])[C:7]([CH3:9])=[CH2:8])[CH2:2][CH2:3][CH3:4].[CH2:18]=[CH:19][C:20]1[CH:25]=[CH:24][CH:23]=[CH:22][CH:21]=1.